This data is from Plasma protein binding rate (PPBR) regression data from AstraZeneca. The task is: Regression/Classification. Given a drug SMILES string, predict its absorption, distribution, metabolism, or excretion properties. Task type varies by dataset: regression for continuous measurements (e.g., permeability, clearance, half-life) or binary classification for categorical outcomes (e.g., BBB penetration, CYP inhibition). For this dataset (ppbr_az), we predict Y. (1) The compound is Cc1c(Oc2ccc(Cl)cc2)c2c(NS(C)(=O)=O)cccc2n1CC(=O)O. The Y is 96.3 %. (2) The compound is CC(C)Cn1c(=O)n(C)c(=O)c2c(C(=O)N3C[C@H](O)CO3)c(Cc3c[nH]c4ncccc34)sc21. The Y is 75.5 %.